From a dataset of Full USPTO retrosynthesis dataset with 1.9M reactions from patents (1976-2016). Predict the reactants needed to synthesize the given product. (1) The reactants are: [OH:1][CH2:2][C:3]1[C:8]([C:9]2[O:10][C:11]3[CH:17]=[CH:16][C:15]([CH2:18][C:19](O)=[O:20])=[CH:14][C:12]=3[CH:13]=2)=[CH:7][CH:6]=[CH:5][N:4]=1.C1C=CC2N(O)N=NC=2C=1.C(Cl)CCl.CCN(C(C)C)C(C)C.Cl.[Cl:46][C:47]1[CH:52]=[CH:51][C:50]([CH:53]([C:55]2[CH:60]=[CH:59][CH:58]=[CH:57][CH:56]=2)[NH2:54])=[C:49]([CH3:61])[CH:48]=1. Given the product [Cl:46][C:47]1[CH:52]=[CH:51][C:50]([CH:53]([C:55]2[CH:56]=[CH:57][CH:58]=[CH:59][CH:60]=2)[NH:54][C:19](=[O:20])[CH2:18][C:15]2[CH:16]=[CH:17][C:11]3[O:10][C:9]([C:8]4[C:3]([CH2:2][OH:1])=[N:4][CH:5]=[CH:6][CH:7]=4)=[CH:13][C:12]=3[CH:14]=2)=[C:49]([CH3:61])[CH:48]=1, predict the reactants needed to synthesize it. (2) Given the product [CH2:18]([O:17][C:15]([CH:12]1[CH2:13][CH2:14][N:9]([C:29]([O:31][CH2:32][C:33]2[CH:38]=[CH:37][CH:36]=[CH:35][CH:34]=2)=[O:30])[CH2:10][C:11]1=[O:20])=[O:16])[CH3:19], predict the reactants needed to synthesize it. The reactants are: Cl.C([N:9]1[CH2:14][CH2:13][CH:12]([C:15]([O:17][CH2:18][CH3:19])=[O:16])[C:11](=[O:20])[CH2:10]1)C1C=CC=CC=1.C(N(CC)CC)C.Cl[C:29]([O:31][CH2:32][C:33]1[CH:38]=[CH:37][CH:36]=[CH:35][CH:34]=1)=[O:30]. (3) Given the product [C:1]([C:5]1[N:6]=[C:7]([N:16]2[CH2:20][CH2:19][C:18]([F:21])([F:22])[CH2:17]2)[C:8]2[C:9](=[N:11][N:12]([CH:14]3[CH2:44][CH2:45][S:46](=[O:50])(=[O:49])[CH2:15]3)[N:13]=2)[N:10]=1)([CH3:2])([CH3:3])[CH3:4], predict the reactants needed to synthesize it. The reactants are: [C:1]([C:5]1[N:6]=[C:7]([N:16]2[CH2:20][CH2:19][C:18]([F:22])([F:21])[CH2:17]2)[C:8]2[C:9](=[N:11][N:12]([CH2:14][CH3:15])[N:13]=2)[N:10]=1)([CH3:4])([CH3:3])[CH3:2].C(C1N=C(N2CCC(F)(F)C2)C2N=NNC=2N=1)(C)(C)C.Br[CH:44]1CC[S:46](=[O:50])(=[O:49])[CH2:45]1. (4) Given the product [Cl:1][SiH:2]([C:5]([SiH:8]([Cl:10])[Cl:9])([CH3:7])[CH3:6])[Cl:3], predict the reactants needed to synthesize it. The reactants are: [Cl:1][Si:2]([C:5]([Si:8](Cl)([Cl:10])[Cl:9])([CH3:7])[CH3:6])(Cl)[Cl:3].C[SiH](Cl)Cl.